Dataset: Forward reaction prediction with 1.9M reactions from USPTO patents (1976-2016). Task: Predict the product of the given reaction. (1) Given the reactants [Cl:1][C:2]1[CH:7]=[CH:6][C:5]([CH:8]([C:21]2[CH:26]=[CH:25][C:24]([Cl:27])=[CH:23][CH:22]=2)[C:9]2[CH:10]=[C:11]3[C:16](=[CH:17][CH:18]=2)[N:15]=[C:14]([OH:19])[CH:13]=[C:12]3Br)=[CH:4][CH:3]=1.[F:28][C:29]([F:39])([F:38])[C:30]1[CH:31]=[C:32]([CH2:36][NH2:37])[CH:33]=[CH:34][CH:35]=1.C([O-])([O-])=O.[Cs+].[Cs+], predict the reaction product. The product is: [Cl:1][C:2]1[CH:7]=[CH:6][C:5]([CH:8]([C:21]2[CH:26]=[CH:25][C:24]([Cl:27])=[CH:23][CH:22]=2)[C:9]2[CH:10]=[C:11]3[C:16](=[CH:17][CH:18]=2)[NH:15][C:14](=[O:19])[CH:13]=[C:12]3[NH:37][CH2:36][C:32]2[CH:33]=[CH:34][CH:35]=[C:30]([C:29]([F:28])([F:38])[F:39])[CH:31]=2)=[CH:4][CH:3]=1. (2) Given the reactants [CH3:1][NH:2][C:3]1[CH:8]=[C:7]([C:9]([N:11]2[CH2:16][CH2:15][CH2:14][CH:13](C3C=CC(C(F)(F)F)=CC=3)[CH2:12]2)=[O:10])[CH:6]=[CH:5][N:4]=1.Cl.CNC1C=C(C=CN=1)[C:33]([OH:35])=[O:34].Cl.[CH3:40][O:41][C:42]1[CH:47]=[CH:46][C:45](C2CCCNC2)=[C:44]([C:54]([F:57])([F:56])[F:55])[CH:43]=1, predict the reaction product. The product is: [CH:33]([OH:35])=[O:34].[CH3:40][O:41][C:42]1[CH:47]=[CH:46][C:45]([CH:13]2[CH2:14][CH2:15][CH2:16][N:11]([C:9]([C:7]3[CH:6]=[CH:5][N:4]=[C:3]([NH:2][CH3:1])[CH:8]=3)=[O:10])[CH2:12]2)=[C:44]([C:54]([F:55])([F:56])[F:57])[CH:43]=1. (3) Given the reactants [Cl:1][C:2]1[CH:7]=[C:6]([O:8][CH2:9][C:10]2[CH:15]=[CH:14][CH:13]=[CH:12][CH:11]=2)[CH:5]=[C:4]([Cl:16])[C:3]=1[O:17][CH2:18][CH2:19][CH2:20][CH2:21]Cl.[CH3:23][C:24]1([CH3:34])[O:28][C:27]2[C:29]([OH:33])=[CH:30][CH:31]=[CH:32][C:26]=2[CH2:25]1, predict the reaction product. The product is: [CH3:23][C:24]1([CH3:34])[O:28][C:27]2[C:29]([O:33][CH2:21][CH2:20][CH2:19][CH2:18][O:17][C:3]3[C:4]([Cl:16])=[CH:5][C:6]([O:8][CH2:9][C:10]4[CH:11]=[CH:12][CH:13]=[CH:14][CH:15]=4)=[CH:7][C:2]=3[Cl:1])=[CH:30][CH:31]=[CH:32][C:26]=2[CH2:25]1. (4) Given the reactants [CH2:1]([N:4]1[C:9](=[O:10])[C:8]2[C:11]([NH:18][C:19]3[CH:24]=[CH:23][C:22]([I:25])=[CH:21][C:20]=3[F:26])=[C:12]([Cl:17])[C:13](=[O:16])[N:14]([CH3:15])[C:7]=2[C:6]([C:27]2[CH:32]=[CH:31][CH:30]=[C:29]([N+:33]([O-])=O)[CH:28]=2)=[N:5]1)[CH:2]=[CH2:3].Cl[Sn]Cl, predict the reaction product. The product is: [CH2:1]([N:4]1[C:9](=[O:10])[C:8]2[C:11]([NH:18][C:19]3[CH:24]=[CH:23][C:22]([I:25])=[CH:21][C:20]=3[F:26])=[C:12]([Cl:17])[C:13](=[O:16])[N:14]([CH3:15])[C:7]=2[C:6]([C:27]2[CH:32]=[CH:31][CH:30]=[C:29]([NH2:33])[CH:28]=2)=[N:5]1)[CH:2]=[CH2:3]. (5) Given the reactants [F:1][C:2]1[CH:10]=[C:9]2[C:5]([C:6]([C:20]3[CH:21]=[N:22][N:23]([CH2:25]C4CCNCC4)[CH:24]=3)=[CH:7][N:8]2[S:11]([C:14]2[CH:19]=[CH:18][CH:17]=[CH:16][CH:15]=2)(=[O:13])=[O:12])=[CH:4][CH:3]=1.[CH3:32][O:33][CH2:34][CH2:35][C:36]([OH:38])=O, predict the reaction product. The product is: [F:1][C:2]1[CH:10]=[C:9]2[C:5]([C:6]([C:20]3[CH:21]=[N:22][N:23]([CH:25]4[CH2:5][CH2:9][N:8]([C:36](=[O:38])[CH2:35][CH2:34][O:33][CH3:32])[CH2:7][CH2:6]4)[CH:24]=3)=[CH:7][N:8]2[S:11]([C:14]2[CH:19]=[CH:18][CH:17]=[CH:16][CH:15]=2)(=[O:13])=[O:12])=[CH:4][CH:3]=1. (6) Given the reactants [Cl:1][C:2]1[CH:3]=[C:4]([CH:12]=[C:13]([Cl:15])[CH:14]=1)[CH2:5][N:6]1[CH:10]=[CH:9][N:8]=[C:7]1[NH2:11].[H-].[Na+].[CH3:18][O:19][C:20]1[CH:21]=[C:22]([CH:25]=[CH:26][CH:27]=1)[CH2:23]Br, predict the reaction product. The product is: [Cl:15][C:13]1[CH:12]=[C:4]([CH:3]=[C:2]([Cl:1])[CH:14]=1)[CH2:5][N:6]1[CH:10]=[CH:9][N:8]=[C:7]1[NH:11][CH2:23][C:22]1[CH:25]=[CH:26][CH:27]=[C:20]([O:19][CH3:18])[CH:21]=1.